The task is: Predict which catalyst facilitates the given reaction.. This data is from Catalyst prediction with 721,799 reactions and 888 catalyst types from USPTO. (1) Reactant: [CH2:1]([N:8]1[CH2:13][CH2:12][NH:11][CH2:10][CH2:9]1)[C:2]1[CH:7]=[CH:6][CH:5]=[CH:4][CH:3]=1.[CH2:14]([O:21][CH2:22][C:23](Cl)=[O:24])[C:15]1[CH:20]=[CH:19][CH:18]=[CH:17][CH:16]=1.C(N(CC)CC)C. Product: [CH2:14]([O:21][CH2:22][C:23]([N:11]1[CH2:12][CH2:13][N:8]([CH2:1][C:2]2[CH:3]=[CH:4][CH:5]=[CH:6][CH:7]=2)[CH2:9][CH2:10]1)=[O:24])[C:15]1[CH:20]=[CH:19][CH:18]=[CH:17][CH:16]=1. The catalyst class is: 4. (2) Reactant: F[B-](F)(F)F.N1(OC(N(C)C)=[N+](C)C)C2C=CC=CC=2N=N1.C(N(C(C)C)C(C)C)C.[N:32]1[CH:37]=[CH:36][C:35]([C:38]2[CH:46]=[CH:45][C:41]([C:42]([OH:44])=O)=[CH:40][CH:39]=2)=[CH:34][CH:33]=1.[CH:47]1([NH:50][CH:51]2[CH2:56][CH2:55][N:54]([C:57]3[O:61][N:60]=[C:59]([C:62]4[CH:67]=[CH:66][CH:65]=[CH:64][CH:63]=4)[N:58]=3)[CH2:53][CH2:52]2)[CH2:49][CH2:48]1. Product: [CH:47]1([N:50]([CH:51]2[CH2:52][CH2:53][N:54]([C:57]3[O:61][N:60]=[C:59]([C:62]4[CH:67]=[CH:66][CH:65]=[CH:64][CH:63]=4)[N:58]=3)[CH2:55][CH2:56]2)[C:42](=[O:44])[C:41]2[CH:40]=[CH:39][C:38]([C:35]3[CH:34]=[CH:33][N:32]=[CH:37][CH:36]=3)=[CH:46][CH:45]=2)[CH2:49][CH2:48]1. The catalyst class is: 9. (3) Reactant: Br[C:2]1[CH:3]=[C:4]([NH:10][C@@H:11]2[CH2:16][CH2:15][CH2:14][CH2:13][C@@H:12]2[NH:17][C:18](=[O:24])[O:19][C:20]([CH3:23])([CH3:22])[CH3:21])[CH:5]=[N:6][C:7]=1[C:8]#[N:9].[NH2:25][C:26]1[N:31]=[C:30]([CH2:32][N:33]2[CH2:38][CH2:37][N:36]([C:39]([O:41][C:42]([CH3:45])([CH3:44])[CH3:43])=[O:40])[CH2:35][CH2:34]2)[CH:29]=[CH:28][CH:27]=1.C1(P(C2CCCCC2)C2C=CC=CC=2C2C(C(C)C)=CC(C(C)C)=CC=2C(C)C)CCCCC1.C(=O)([O-])[O-].[Cs+].[Cs+]. Product: [C:20]([O:19][C:18]([NH:17][C@H:12]1[CH2:13][CH2:14][CH2:15][CH2:16][C@H:11]1[NH:10][C:4]1[CH:3]=[C:2]([NH:25][C:26]2[N:31]=[C:30]([CH2:32][N:33]3[CH2:38][CH2:37][N:36]([C:39]([O:41][C:42]([CH3:45])([CH3:44])[CH3:43])=[O:40])[CH2:35][CH2:34]3)[CH:29]=[CH:28][CH:27]=2)[C:7]([C:8]#[N:9])=[N:6][CH:5]=1)=[O:24])([CH3:23])([CH3:22])[CH3:21]. The catalyst class is: 110. (4) Product: [Cl:59][C:60]1[CH:73]=[CH:72][C:63]([CH2:64][C:65]2[CH:66]=[C:67]([NH:71][C:2]3[CH:7]=[CH:6][C:5]([S:8]([NH:11][C:12]4[S:13][CH:14]=[CH:15][N:16]=4)(=[O:10])=[O:9])=[CH:4][CH:3]=3)[N:68]([CH3:70])[N:69]=2)=[CH:62][CH:61]=1. The catalyst class is: 62. Reactant: I[C:2]1[CH:7]=[CH:6][C:5]([S:8]([NH:11][C:12]2[S:13][CH:14]=[CH:15][N:16]=2)(=[O:10])=[O:9])=[CH:4][CH:3]=1.CC1(C)C2C=CC=C(P(C3C=CC=CC=3)C3C=CC=CC=3)C=2OC2C1=CC=CC=2P(C1C=CC=CC=1)C1C=CC=CC=1.[Cl:59][C:60]1[CH:73]=[CH:72][C:63]([CH2:64][C:65]2[CH:66]=[C:67]([NH2:71])[N:68]([CH3:70])[N:69]=2)=[CH:62][CH:61]=1.CC(C)([O-])C.[Na+]. (5) Reactant: [Cl-].O[NH3+:3].[C:4](=[O:7])([O-])[OH:5].[Na+].CS(C)=O.[OH:13][C:14]([CH3:50])([CH3:49])[CH2:15][O:16][C@@H:17]1[CH2:20][C@H:19]([N:21]2[C:26](=[O:27])[C:25]([CH2:28][C:29]3[CH:34]=[CH:33][C:32]([C:35]4[C:36]([C:41]#[N:42])=[CH:37][CH:38]=[CH:39][CH:40]=4)=[CH:31][CH:30]=3)=[C:24]([CH2:43][CH2:44][CH3:45])[N:23]3[N:46]=[CH:47][N:48]=[C:22]23)[CH2:18]1. Product: [OH:13][C:14]([CH3:49])([CH3:50])[CH2:15][O:16][C@@H:17]1[CH2:18][C@H:19]([N:21]2[C:26](=[O:27])[C:25]([CH2:28][C:29]3[CH:34]=[CH:33][C:32]([C:35]4[CH:40]=[CH:39][CH:38]=[CH:37][C:36]=4[C:41]4[NH:3][C:4](=[O:7])[O:5][N:42]=4)=[CH:31][CH:30]=3)=[C:24]([CH2:43][CH2:44][CH3:45])[N:23]3[N:46]=[CH:47][N:48]=[C:22]23)[CH2:20]1. The catalyst class is: 13. (6) Reactant: [H-].[Na+].[Cl:3][C:4]1[N:9]=[C:8]([C:10]2[C:18]3[C:13](=[CH:14][CH:15]=[CH:16][CH:17]=3)[NH:12][CH:11]=2)[CH:7]=[CH:6][N:5]=1.[CH3:19]I. Product: [Cl:3][C:4]1[N:9]=[C:8]([C:10]2[C:18]3[C:13](=[CH:14][CH:15]=[CH:16][CH:17]=3)[N:12]([CH3:19])[CH:11]=2)[CH:7]=[CH:6][N:5]=1. The catalyst class is: 1. (7) Reactant: O[CH:2]([C:19]1[CH:24]=[C:23]([Si:25]([CH3:28])([CH3:27])[CH3:26])[C:22]([O:29][CH2:30][CH3:31])=[C:21]([F:32])[C:20]=1[C:33]([F:36])([F:35])[F:34])[CH2:3][CH:4]1[CH2:9][CH2:8][CH:7]([CH:10]2[CH2:15][CH2:14][CH:13]([CH2:16][CH2:17][CH3:18])[CH2:12][CH2:11]2)[CH2:6][CH2:5]1.O.C1(C)C=CC(S(O)(=O)=O)=CC=1.Cl.[Na]. Product: [CH2:16]([CH:13]1[CH2:12][CH2:11][CH:10]([CH:7]2[CH2:6][CH2:5][CH:4]([CH:3]=[CH:2][C:19]3[CH:24]=[C:23]([Si:25]([CH3:27])([CH3:26])[CH3:28])[C:22]([O:29][CH2:30][CH3:31])=[C:21]([F:32])[C:20]=3[C:33]([F:35])([F:36])[F:34])[CH2:9][CH2:8]2)[CH2:15][CH2:14]1)[CH2:17][CH3:18]. The catalyst class is: 11.